Dataset: Ames mutagenicity test results for genotoxicity prediction. Task: Regression/Classification. Given a drug SMILES string, predict its toxicity properties. Task type varies by dataset: regression for continuous values (e.g., LD50, hERG inhibition percentage) or binary classification for toxic/non-toxic outcomes (e.g., AMES mutagenicity, cardiotoxicity, hepatotoxicity). Dataset: ames. (1) The drug is CC(C)(CO)C(O)C(=O)NCCCO. The result is 0 (non-mutagenic). (2) The drug is OC(c1ccc(Cl)cc1)(c1ccc(Cl)cc1)C(Cl)(Cl)Cl. The result is 0 (non-mutagenic). (3) The molecule is CCN(CC)CC. The result is 0 (non-mutagenic).